This data is from Catalyst prediction with 721,799 reactions and 888 catalyst types from USPTO. The task is: Predict which catalyst facilitates the given reaction. (1) Reactant: [NH:1]1[CH:5]=[C:4]([C:6]([OH:8])=O)[N:3]=[N:2]1.CCN(C(C)C)C(C)C.CN(C(ON1N=NC2C=CC=NC1=2)=[N+](C)C)C.F[P-](F)(F)(F)(F)F.[CH2:42]([O:49][C:50]([CH2:52][O:53][C:54](=[O:75])[C@@:55]([CH2:73][OH:74])([CH3:72])[CH2:56][C@H:57]([NH2:71])[CH2:58][C:59]1[CH:64]=[CH:63][C:62]([C:65]2[CH:70]=[CH:69][CH:68]=[CH:67][CH:66]=2)=[CH:61][CH:60]=1)=[O:51])[C:43]1[CH:48]=[CH:47][CH:46]=[CH:45][CH:44]=1. Product: [CH2:42]([O:49][C:50]([CH2:52][O:53][C:54](=[O:75])[C@@:55]([CH2:73][OH:74])([CH3:72])[CH2:56][C@H:57]([NH:71][C:6]([C:4]1[NH:3][N:2]=[N:1][CH:5]=1)=[O:8])[CH2:58][C:59]1[CH:60]=[CH:61][C:62]([C:65]2[CH:70]=[CH:69][CH:68]=[CH:67][CH:66]=2)=[CH:63][CH:64]=1)=[O:51])[C:43]1[CH:44]=[CH:45][CH:46]=[CH:47][CH:48]=1. The catalyst class is: 3. (2) Reactant: C[O:2][C:3](=[O:33])[CH:4]=[CH:5][C:6]1[CH:11]=[C:10]([Cl:12])[CH:9]=[CH:8][C:7]=1[O:13][CH2:14][C:15]([N:17]1[CH2:22][C@H:21]([CH3:23])[N:20]([CH2:24][C:25]2[CH:30]=[CH:29][C:28]([F:31])=[CH:27][CH:26]=2)[CH2:19][C@H:18]1[CH3:32])=[O:16].O.[OH-].[Li+]. Product: [Cl:12][C:10]1[CH:9]=[CH:8][C:7]([O:13][CH2:14][C:15]([N:17]2[CH2:22][C@H:21]([CH3:23])[N:20]([CH2:24][C:25]3[CH:26]=[CH:27][C:28]([F:31])=[CH:29][CH:30]=3)[CH2:19][C@H:18]2[CH3:32])=[O:16])=[C:6]([CH:5]=[CH:4][C:3]([OH:33])=[O:2])[CH:11]=1. The catalyst class is: 193. (3) The catalyst class is: 3. Product: [Cl:66][C:67]1[CH:68]=[C:69]([CH:72]=[CH:73][CH:74]=1)[CH2:70][NH:71][C:10]([C:8]1[CH:9]=[C:4]2[C:5]([C:15](=[O:17])[N:29]([C:23]3[N:24]=[C:25]([O:27][CH3:28])[CH:26]=[C:21]([O:20][CH3:19])[N:22]=3)[C:2](=[S:3])[NH:1]2)=[CH:6][C:7]=1[CH3:14])=[O:12]. Reactant: [N:1]([C:4]1[CH:9]=[C:8]([C:10]([O:12]C)=O)[C:7]([CH3:14])=[CH:6][C:5]=1[C:15]([O:17]C)=O)=[C:2]=[S:3].[CH3:19][O:20][C:21]1[CH:26]=[C:25]([O:27][CH3:28])[N:24]=[C:23]([NH2:29])[N:22]=1.[OH-].[Na+].Cl.CCN(C(C)C)C(C)C.CN(C(ON1N=NC2C=CC=NC1=2)=[N+](C)C)C.F[P-](F)(F)(F)(F)F.[Cl:66][C:67]1[CH:68]=[C:69]([CH:72]=[CH:73][CH:74]=1)[CH2:70][NH2:71]. (4) Reactant: [NH:1]([C:3]1[C:8]2[CH:9]=[CH:10][S:11][C:7]=2[C:6]([C:12]([OH:14])=[O:13])=[CH:5][CH:4]=1)N.[CH:15]([C:18]([CH3:20])=O)([CH3:17])[CH3:16]. Product: [CH3:20][C:18]1[C:15]([CH3:17])([CH3:16])[C:4]2[C:3](=[C:8]3[CH:9]=[CH:10][S:11][C:7]3=[C:6]([C:12]([OH:14])=[O:13])[CH:5]=2)[N:1]=1. The catalyst class is: 52. (5) Reactant: [C:1]([O:5][C:6]([N:8]1[C@@H:12]([C:13]([O:15]C)=[O:14])[CH2:11][O:10][C:9]1([CH3:18])[CH3:17])=[O:7])([CH3:4])([CH3:3])[CH3:2].O[Li].O.C(O)(=O)CC(CC(O)=O)(C(O)=O)O. Product: [C:1]([O:5][C:6]([N:8]1[C@@H:12]([C:13]([OH:15])=[O:14])[CH2:11][O:10][C:9]1([CH3:18])[CH3:17])=[O:7])([CH3:4])([CH3:2])[CH3:3]. The catalyst class is: 7. (6) Reactant: [Br:1][C:2]1[CH:14]=[CH:13][C:12]([C:15]([NH2:17])=[O:16])=[C:11]2[C:3]=1[C:4]1[CH2:5][CH2:6][CH:7]([C:18](N(OC)C)=[O:19])[CH2:8][C:9]=1[NH:10]2.[H-].[Al+3].[Li+].[H-].[H-].[H-].Cl. Product: [Br:1][C:2]1[CH:14]=[CH:13][C:12]([C:15]([NH2:17])=[O:16])=[C:11]2[C:3]=1[C:4]1[CH2:5][CH2:6][CH:7]([CH:18]=[O:19])[CH2:8][C:9]=1[NH:10]2. The catalyst class is: 1.